Dataset: Experimentally validated miRNA-target interactions with 360,000+ pairs, plus equal number of negative samples. Task: Binary Classification. Given a miRNA mature sequence and a target amino acid sequence, predict their likelihood of interaction. (1) The miRNA is hsa-miR-297 with sequence AUGUAUGUGUGCAUGUGCAUG. The protein sequence of the target gene is MSTNENANTPAARLHRFKNKGKDSTEMRRRRIEVNVELRKAKKDDQMLKRRNVSSFPDDATSPLQENRNNQGTVNWSVDDIVKGINSSNVENQLQATQAARKLLSREKQPPIDNIIRAGLIPKFVSFLGRTDCSPIQFESAWALTNIASGTSEQTKAVVDGGAIPAFISLLASPHAHISEQAVWALGNIAGDGSVFRDLVIKYGAVDPLLALLAVPDMSSLACGYLRNLTWTLSNLCRNKNPAPPIDAVEQILPTLVRLLHHDDPEVLADTCWAISYLTDGPNERIGMVVKTGVVPQLVK.... Result: 1 (interaction). (2) The miRNA is hsa-miR-3648 with sequence AGCCGCGGGGAUCGCCGAGGG. The protein sequence of the target gene is MVPKADSGAFLLLFLLVLTVTEPLRPELRCNPGQFACRSGTIQCIPLPWQCDGWATCEDESDEANCPEVTGEVRPHHGKEAVDPRQGRARGGDPSHFHAVNVAQPVRFSSFLGKCPTGWHHYEGTASCYRVYLSGENYWDAAQTCQRLNGSLATFSTDQELRFVLAQEWDQPERSFGWKDQRKLWVGYQYVITGRNRSLEGRWEVAFKGSSEVFLPPDPIFASAMSENDNVFCAQLQCFHFPTLRHHDLHSWHAESCYEKSSFLCKRSQTCVDIKDNVVDEGFYFTPKGDDPCLSCTCHG.... Result: 0 (no interaction).